Dataset: Forward reaction prediction with 1.9M reactions from USPTO patents (1976-2016). Task: Predict the product of the given reaction. (1) The product is: [Cl:14][C:15]1[CH:20]=[CH:19][C:18]([C:2]2[CH:11]=[CH:10][CH:9]=[C:4]([C:5]([O:7][CH3:8])=[O:6])[C:3]=2[O:12][CH3:13])=[CH:17][CH:16]=1. Given the reactants Br[C:2]1[C:3]([O:12][CH3:13])=[C:4]([CH:9]=[CH:10][CH:11]=1)[C:5]([O:7][CH3:8])=[O:6].[Cl:14][C:15]1[CH:20]=[CH:19][C:18](B(O)O)=[CH:17][CH:16]=1.C([O-])([O-])=O.[K+].[K+], predict the reaction product. (2) Given the reactants [Br:1][C:2]1[CH:3]=[C:4]([NH2:9])[C:5]([NH2:8])=[N:6][CH:7]=1.[N:10]([CH2:13][CH3:14])=[C:11]=S.C(N=C=NC(C)C)(C)C.C(OCC)(=O)C, predict the reaction product. The product is: [Br:1][C:2]1[CH:3]=[C:4]2[N:9]=[C:11]([NH:10][CH2:13][CH3:14])[NH:8][C:5]2=[N:6][CH:7]=1. (3) Given the reactants [C:1]1([C:21]2[CH:26]=[CH:25][CH:24]=[CH:23][CH:22]=2)[CH:6]=[CH:5][C:4]([C:7]([N:9]2[CH2:13][C:12](=[N:14][O:15][CH3:16])[CH2:11][C@H:10]2[C:17](=[N:19][OH:20])[NH2:18])=[O:8])=[CH:3][CH:2]=1.[C:27](O)(=O)[CH3:28], predict the reaction product. The product is: [CH3:16][O:15][N:14]=[C:12]1[CH2:11][C@@H:10]([C:17]2[N:18]=[C:27]([CH3:28])[O:20][N:19]=2)[N:9]([C:7]([C:4]2[CH:3]=[CH:2][C:1]([C:21]3[CH:26]=[CH:25][CH:24]=[CH:23][CH:22]=3)=[CH:6][CH:5]=2)=[O:8])[CH2:13]1. (4) Given the reactants [CH3:1][O:2][C:3](=[O:24])[C:4]1[CH:9]=[CH:8][C:7]([O:10][CH3:11])=[C:6]([NH:12][C:13](=[NH:23])[C:14]2[CH:19]=[CH:18][C:17]([N+:20]([O-:22])=[O:21])=[CH:16][CH:15]=2)[CH:5]=1.[O-]Cl.[Na+].C([O-])([O-])=O.[Na+].[Na+], predict the reaction product. The product is: [CH3:1][O:2][C:3]([C:4]1[C:5]2[N:23]=[C:13]([C:14]3[CH:19]=[CH:18][C:17]([N+:20]([O-:22])=[O:21])=[CH:16][CH:15]=3)[NH:12][C:6]=2[C:7]([O:10][CH3:11])=[CH:8][CH:9]=1)=[O:24]. (5) Given the reactants [OH:1][C:2]1[CH:15]=[CH:14][C:5]2[C@H:6]([CH2:9][C:10]([O:12][CH3:13])=[O:11])[CH2:7][O:8][C:4]=2[CH:3]=1.[C:16]1([B:22]([OH:24])O)[CH:21]=[CH:20][CH:19]=[CH:18][CH:17]=1.C=O.[C:27](O)(=O)CC, predict the reaction product. The product is: [C:16]1([B:22]2[O:1][C:2]3=[CH:3][C:4]4[O:8][CH2:7][C@@H:6]([CH2:9][C:10]([O:12][CH3:13])=[O:11])[C:5]=4[CH:14]=[C:15]3[CH2:27][O:24]2)[CH:21]=[CH:20][CH:19]=[CH:18][CH:17]=1. (6) The product is: [C:25]([N:28]1[CH2:29][CH2:30][CH:31]([C:34]([N:11]2[CH2:12][CH2:13][C@@H:14]([N:15]([CH3:24])[C:16](=[O:23])[C:17]3[CH:22]=[CH:21][CH:20]=[CH:19][CH:18]=3)[C@H:9]([C:4]3[CH:5]=[CH:6][C:7]([Cl:8])=[C:2]([Cl:1])[CH:3]=3)[CH2:10]2)=[O:35])[CH2:32][CH2:33]1)(=[O:27])[CH3:26]. Given the reactants [Cl:1][C:2]1[CH:3]=[C:4]([C@H:9]2[C@H:14]([N:15]([CH3:24])[C:16](=[O:23])[C:17]3[CH:22]=[CH:21][CH:20]=[CH:19][CH:18]=3)[CH2:13][CH2:12][NH:11][CH2:10]2)[CH:5]=[CH:6][C:7]=1[Cl:8].[C:25]([N:28]1[CH2:33][CH2:32][CH:31]([C:34](O)=[O:35])[CH2:30][CH2:29]1)(=[O:27])[CH3:26], predict the reaction product. (7) Given the reactants [N:1]1[CH:2]=[CH:3][N:4]2[CH:9]=[CH:8][C:7]([C:10](=O)[C:11]#[C:12][CH3:13])=[CH:6][C:5]=12.Cl.[NH2:16][OH:17].C(N(CC)CC)C, predict the reaction product. The product is: [CH3:13][C:12]1[O:17][N:16]=[C:10]([C:7]2[CH:8]=[CH:9][N:4]3[CH:3]=[CH:2][N:1]=[C:5]3[CH:6]=2)[CH:11]=1. (8) Given the reactants [I:1][C:2]1[CH:3]=[CH:4][C:5]([C:18]([O:20][CH3:21])=[O:19])=[C:6]([NH:8][C:9]2[CH:17]=[CH:16][CH:15]=[CH:14][C:10]=2[C:11]([OH:13])=O)[CH:7]=1, predict the reaction product. The product is: [I:1][C:2]1[C:7]2[C:11](=[O:13])[C:10]3[C:9](=[CH:17][CH:16]=[CH:15][CH:14]=3)[NH:8][C:6]=2[C:5]([C:18]([O:20][CH3:21])=[O:19])=[CH:4][CH:3]=1. (9) Given the reactants [CH3:1][O:2][C:3](=[O:26])[CH2:4][C:5]1[CH:6]=[C:7]([C:13]2[CH:18]=[CH:17][C:16]([C:19]([F:22])([F:21])[F:20])=[CH:15][C:14]=2[C:23](=O)[CH3:24])[C:8]([O:11][CH3:12])=[CH:9][CH:10]=1.[CH2:27]([NH2:29])[CH3:28].C([BH3-])#N.[Na+].C(O)(=O)C.C([O-])(O)=O.[Na+], predict the reaction product. The product is: [CH3:1][O:2][C:3](=[O:26])[CH2:4][C:5]1[CH:6]=[C:7]([C:13]2[CH:18]=[CH:17][C:16]([C:19]([F:21])([F:20])[F:22])=[CH:15][C:14]=2[CH:23]([NH:29][CH2:27][CH3:28])[CH3:24])[C:8]([O:11][CH3:12])=[CH:9][CH:10]=1. (10) The product is: [Cl:30][C:14]1[N:13]=[C:12]([C:15]([NH2:17])=[O:16])[C:11]([NH:18][C:19]2[CH:24]=[CH:23][CH:22]=[C:21]([S:25]([CH3:28])(=[O:26])=[O:27])[CH:20]=2)=[N:10][C:9]=1[NH:8][C@H:5]1[CH2:4][CH2:3][C@H:2]([OH:1])[CH2:7][CH2:6]1. Given the reactants [OH:1][C@H:2]1[CH2:7][CH2:6][C@H:5]([NH:8][C:9]2[N:10]=[C:11]([NH:18][C:19]3[CH:24]=[CH:23][CH:22]=[C:21]([S:25]([CH3:28])(=[O:27])=[O:26])[CH:20]=3)[C:12]([C:15]([NH2:17])=[O:16])=[N:13][CH:14]=2)[CH2:4][CH2:3]1.C(Cl)(Cl)[Cl:30].ClN1C(=O)CCC1=O, predict the reaction product.